Dataset: Experimentally validated miRNA-target interactions with 360,000+ pairs, plus equal number of negative samples. Task: Binary Classification. Given a miRNA mature sequence and a target amino acid sequence, predict their likelihood of interaction. (1) The miRNA is hsa-miR-362-3p with sequence AACACACCUAUUCAAGGAUUCA. The protein sequence of the target gene is MQQPFNYPYPQIYWVDSSASSPWAPPGTVLPCPTSVPRRPGQRRPPPPPPPPPLPPPPPPPPLPPLPLPPLKKRGNHSTGLCLLVMFFMVLVALVGLGLGMFQLFHLQKELAELRESTSQMHTASSLEKQIGHPSPPPEKKELRKVAHLTGKSNSRSMPLEWEDTYGIVLLSGVKYKKGGLVINETGLYFVYSKVYFRGQSCNNLPLSHKVYMRNSKYPQDLVMMEGKMMSYCTTGQMWARSSYLGAVFNLTSADHLYVNVSELSLVNFEESQTFFGLYKL. Result: 1 (interaction). (2) The protein sequence of the target gene is METSQGWLVACVLTMTLVWTVAEDVCRAPNGKDGAPGNPGRPGRPGLKGERGEPGAAGIRTGIRGFKGDPGESGPPGKPGNVGLPGPSGPLGDSGPQGLKGVKGNPGNIRDQPRPAFSAIRQNPMTLGNVVIFDKVLTNQESPYQNHTGRFICAVPGFYYFNFQVISKWDLCLFIKSSSGGQPRDSLSFSNTNNKGLFQVLAGGTVLQLRRGDEVWIEKDPAKGRIYQGTEADSIFSGFLIFPSA. Result: 1 (interaction). The miRNA is mmu-miR-17-5p with sequence CAAAGUGCUUACAGUGCAGGUAG. (3) The miRNA is hsa-let-7e-3p with sequence CUAUACGGCCUCCUAGCUUUCC. The protein sequence of the target gene is MAAGDGDVKLSTLGSGGESGGDGSPGGAGATAARSSWVAALLATGGEMLLNVALVALVLLGAYRLWVRWGRRGLCSGPGAGEESPAATLPRMKKRDFSLEQLRQYDGARTPRILLAVNGKVFDVTKGSKFYGPAGPYGIFAGRDASRGLATFCLDKDALRDEYDDLSDLNAVQMESVREWEMQFKEKYDYVGRLLKPGEEPSEYTDEEDTKDHSKQD. Result: 0 (no interaction).